From a dataset of Experimentally validated miRNA-target interactions with 360,000+ pairs, plus equal number of negative samples. Binary Classification. Given a miRNA mature sequence and a target amino acid sequence, predict their likelihood of interaction. The miRNA is rno-miR-25-3p with sequence CAUUGCACUUGUCUCGGUCUGA. The protein sequence of the target gene is MSQKQLKEAFVRNLSGTSVLEVTQGLCFPAFCILCRGLWIIFSQHVCSFSNTWSTRFLMDFVVLIVPLVITLTVLSSFILLENLTVIVWGAWLLYQIYHRRTCYAKVPVQKVFANFLKISLESEYNPAITCYRVINSVFTAIAILAVDFPLFPRRFAKTELYGTGAMDFGVGGFIFGAAMVCPEVRRKSIEESRFNYLRKSLYSVWPLVFLGMGRLVIIKSIGYQEHSTEYGIHWNFFFTIIVVRLVTSLLLIIFPLNKSWIVAVSITVVYQLALDYTPLKRILLYGTDGSGTRVGFLNA.... Result: 0 (no interaction).